This data is from Catalyst prediction with 721,799 reactions and 888 catalyst types from USPTO. The task is: Predict which catalyst facilitates the given reaction. (1) Reactant: [Mg].II.Br[CH2:5][CH2:6][CH2:7][CH2:8][CH2:9][CH2:10][CH2:11][CH2:12][CH3:13].[F:14][C:15]1[C:22]([F:23])=[CH:21][CH:20]=[CH:19][C:16]=1[CH:17]=[O:18]. Product: [F:14][C:15]1[C:22]([F:23])=[CH:21][CH:20]=[CH:19][C:16]=1[CH:17]([OH:18])[CH2:5][CH2:6][CH2:7][CH2:8][CH2:9][CH2:10][CH2:11][CH2:12][CH3:13]. The catalyst class is: 7. (2) Reactant: [Cl:1][C:2]1[CH:3]=[C:4]([C@H:9]([OH:23])[C@@H:10]2[CH2:15][CH2:14][CH2:13][N:12]([C:16]([O:18][C:19]([CH3:22])([CH3:21])[CH3:20])=[O:17])[CH2:11]2)[CH:5]=[C:6]([F:8])[CH:7]=1.[H-].[Na+].Br[CH2:27][C:28]#[N:29]. Product: [Cl:1][C:2]1[CH:3]=[C:4]([C@H:9]([O:23][CH2:27][C:28]#[N:29])[C@@H:10]2[CH2:15][CH2:14][CH2:13][N:12]([C:16]([O:18][C:19]([CH3:20])([CH3:22])[CH3:21])=[O:17])[CH2:11]2)[CH:5]=[C:6]([F:8])[CH:7]=1. The catalyst class is: 23. (3) Reactant: P([O-])([O-])([O-])=O.[K+].[K+].[K+].C1(P(C2C=CC=CC=2)C2C=CC=CC=2)C=CC=CC=1.[Cl:28][C:29]1[N:34]=[C:33]([NH2:35])[CH:32]=[CH:31][C:30]=1I.[CH3:37][O:38][C:39]1[CH:44]=[CH:43][CH:42]=[CH:41][C:40]=1B(O)O. Product: [Cl:28][C:29]1[N:34]=[C:33]([NH2:35])[C:32]([C:40]2[CH:41]=[CH:42][CH:43]=[CH:44][C:39]=2[O:38][CH3:37])=[CH:31][CH:30]=1. The catalyst class is: 167. (4) The catalyst class is: 182. Product: [CH2:1]([NH:3][NH:4][C:5]([O:7][C:8]([CH3:9])([CH3:11])[CH3:10])=[O:6])[CH3:2]. Reactant: [CH:1](=[N:3]/[NH:4][C:5]([O:7][C:8]([CH3:11])([CH3:10])[CH3:9])=[O:6])\[CH3:2].CC(C[AlH]CC(C)C)C.[C@H](O)(C([O-])=O)[C@@H](O)C([O-])=O.[Na+].[K+]. (5) Reactant: [NH2:1][C:2]1[CH:11]=[CH:10][C:5]([C:6]([O:8][CH3:9])=[O:7])=[CH:4][CH:3]=1.[I:12]Cl.C(=O)([O-])O.[Na+]. Product: [NH2:1][C:2]1[CH:3]=[CH:4][C:5]([C:6]([O:8][CH3:9])=[O:7])=[CH:10][C:11]=1[I:12]. The catalyst class is: 15. (6) Reactant: [C:1]([OH:8])(=O)[CH2:2][CH2:3][CH2:4][CH2:5][CH3:6].S(Cl)(Cl)=O.[NH2:13][C:14]1[S:15][C:16]([C:19]2[CH:24]=[CH:23][C:22]([OH:25])=[C:21]([O:26][CH3:27])[CH:20]=2)=[N:17][N:18]=1. The catalyst class is: 17. Product: [OH:25][C:22]1[CH:23]=[CH:24][C:19]([C:16]2[S:15][C:14]([NH:13][C:1](=[O:8])[CH2:2][CH2:3][CH2:4][CH2:5][CH3:6])=[N:18][N:17]=2)=[CH:20][C:21]=1[O:26][CH3:27]. (7) Reactant: [CH:1]([CH:3]=O)=[O:2].[CH2:5]([NH:7][CH2:8][C:9]([CH3:12])([OH:11])[CH3:10])[CH3:6]. Product: [CH2:5]([N:7]1[CH2:8][C:9]([CH3:12])([CH3:10])[O:11][C:1](=[O:2])[CH2:3]1)[CH3:6]. The catalyst class is: 11. (8) Reactant: [CH2:1]([N:8]1[CH2:13][CH2:12][C:11](=O)[CH2:10][CH2:9]1)[C:2]1[CH:7]=[CH:6][CH:5]=[CH:4][CH:3]=1.C1(P(C2C=CC=CC=2)(C2C=CC=CC=2)=[CH:22][C:23]([O:25][CH2:26][CH3:27])=[O:24])C=CC=CC=1. Product: [CH2:1]([N:8]1[CH2:13][CH2:12][C:11](=[CH:22][C:23]([O:25][CH2:26][CH3:27])=[O:24])[CH2:10][CH2:9]1)[C:2]1[CH:7]=[CH:6][CH:5]=[CH:4][CH:3]=1. The catalyst class is: 9. (9) Reactant: [C:1]([O:5][C:6](=[O:33])[CH2:7][C@H:8]([NH:15][S:16]([C:19]1[CH:24]=[CH:23][CH:22]=[CH:21][C:20]=1[O:25]CC1C=CC=CC=1)(=[O:18])=[O:17])[C:9]([N:11]([O:13][CH3:14])[CH3:12])=[O:10])([CH3:4])([CH3:3])[CH3:2].O1CCCC1.[H][H]. Product: [C:1]([O:5][C:6](=[O:33])[CH2:7][C@H:8]([NH:15][S:16]([C:19]1[CH:24]=[CH:23][CH:22]=[CH:21][C:20]=1[OH:25])(=[O:18])=[O:17])[C:9]([N:11]([O:13][CH3:14])[CH3:12])=[O:10])([CH3:4])([CH3:2])[CH3:3]. The catalyst class is: 63. (10) Reactant: Cl.[NH2:2][C@@H:3]1[C:11]2[C:6](=[C:7]([C:12]3[S:16][C:15]([C:17]4[CH:18]=[CH:19][C:20]([O:25][CH:26]([CH3:28])[CH3:27])=[C:21]([CH:24]=4)[C:22]#[N:23])=[N:14][N:13]=3)[CH:8]=[CH:9][CH:10]=2)[CH2:5][CH2:4]1.C([O-])([O-])=O.[K+].[K+].Br[CH2:36][C:37]([O:39][CH3:40])=[O:38]. Product: [C:22]([C:21]1[CH:24]=[C:17]([C:15]2[S:16][C:12]([C:7]3[CH:8]=[CH:9][CH:10]=[C:11]4[C:6]=3[CH2:5][CH2:4][C@@H:3]4[NH:2][CH2:36][C:37]([O:39][CH3:40])=[O:38])=[N:13][N:14]=2)[CH:18]=[CH:19][C:20]=1[O:25][CH:26]([CH3:28])[CH3:27])#[N:23]. The catalyst class is: 23.